Task: Predict the product of the given reaction.. Dataset: Forward reaction prediction with 1.9M reactions from USPTO patents (1976-2016) (1) Given the reactants [CH:1]([N:4]1[C:9](=[O:10])[CH:8]=[CH:7][C:6]([C:11]2[S:15][C:14]([C:16](OCC)=[O:17])=[N:13][C:12]=2[C:21]2[CH:26]=[CH:25][CH:24]=[CH:23][CH:22]=2)=[N:5]1)([CH3:3])[CH3:2].[C:27]1([N:33]2[CH2:38][CH2:37][NH:36][CH2:35][CH2:34]2)[CH:32]=[CH:31][CH:30]=[CH:29][CH:28]=1, predict the reaction product. The product is: [CH:1]([N:4]1[C:9](=[O:10])[CH:8]=[CH:7][C:6]([C:11]2[S:15][C:14]([C:16]([N:36]3[CH2:37][CH2:38][N:33]([C:27]4[CH:32]=[CH:31][CH:30]=[CH:29][CH:28]=4)[CH2:34][CH2:35]3)=[O:17])=[N:13][C:12]=2[C:21]2[CH:26]=[CH:25][CH:24]=[CH:23][CH:22]=2)=[N:5]1)([CH3:2])[CH3:3]. (2) Given the reactants CC(NC(C)C)C.C([Li])CCC.[Br:13][C:14]1[S:15][CH:16]=[CH:17][C:18]=1[CH3:19].CN(C)[CH:22]=[O:23], predict the reaction product. The product is: [Br:13][C:14]1[S:15][C:16]([CH:22]=[O:23])=[CH:17][C:18]=1[CH3:19]. (3) Given the reactants Br[C:2]1[CH:7]=[C:6]([CH3:8])[CH:5]=[C:4]([O:9][CH3:10])[CH:3]=1.[Li]CCCC.[B:16](OC)([O:19]C)[O:17]C.Cl, predict the reaction product. The product is: [CH3:10][O:9][C:4]1[CH:3]=[C:2]([B:16]([OH:19])[OH:17])[CH:7]=[C:6]([CH3:8])[CH:5]=1. (4) Given the reactants [N:1]12[CH2:9][CH2:8][CH:5]([CH2:6][CH2:7]1)[N:4]([C:10]([C:12]1[O:16][C:15]([C:17]3[CH:22]=[CH:21][C:20]([NH:23][C:24]([NH:26][C:27]4[CH:32]=[CH:31][CH:30]=[CH:29][C:28]=4[N+:33]([O-])=O)=[O:25])=[CH:19][CH:18]=3)=[CH:14][CH:13]=1)=[O:11])[CH2:3][CH2:2]2, predict the reaction product. The product is: [N:1]12[CH2:7][CH2:6][CH:5]([CH2:8][CH2:9]1)[N:4]([C:10]([C:12]1[O:16][C:15]([C:17]3[CH:18]=[CH:19][C:20]([NH:23][C:24]([NH:26][C:27]4[CH:32]=[CH:31][CH:30]=[CH:29][C:28]=4[NH2:33])=[O:25])=[CH:21][CH:22]=3)=[CH:14][CH:13]=1)=[O:11])[CH2:3][CH2:2]2. (5) Given the reactants [NH2:1][N:2]1[N:11]=[C:10]([CH2:12][C:13]2[CH:18]=[CH:17][C:16]([Cl:19])=[CH:15][CH:14]=2)[C:9]2[C:4](=[CH:5][CH:6]=[CH:7][CH:8]=2)[C:3]1=[O:20].[Cl:21][C:22]1[CH:27]=[CH:26][C:25]([CH2:28][C:29](O)=[O:30])=[CH:24][CH:23]=1, predict the reaction product. The product is: [Cl:19][C:16]1[CH:15]=[CH:14][C:13]([CH2:12][C:10]2[C:9]3[C:4](=[CH:5][CH:6]=[CH:7][CH:8]=3)[C:3](=[O:20])[N:2]([NH:1][C:29](=[O:30])[CH2:28][C:25]3[CH:26]=[CH:27][C:22]([Cl:21])=[CH:23][CH:24]=3)[N:11]=2)=[CH:18][CH:17]=1. (6) Given the reactants [CH:1]1([N:4]([CH2:18][C:19]2[N:23]=[C:22]([C:24]([O:26]CC)=O)[O:21][N:20]=2)[S:5]([C:8]2[C:13]([CH3:14])=[CH:12][C:11]([O:15][CH3:16])=[CH:10][C:9]=2[CH3:17])(=[O:7])=[O:6])[CH2:3][CH2:2]1.[N:29]1([CH2:34][CH2:35][CH2:36][N:37]2[CH2:42][CH2:41][NH:40][CH2:39][CH2:38]2)[CH2:33][CH2:32][CH2:31][CH2:30]1.C[Al](C)C, predict the reaction product. The product is: [NH3:4].[CH:1]1([N:4]([CH2:18][C:19]2[N:23]=[C:22]([C:24]([N:40]3[CH2:39][CH2:38][N:37]([CH2:36][CH2:35][CH2:34][N:29]4[CH2:30][CH2:31][CH2:32][CH2:33]4)[CH2:42][CH2:41]3)=[O:26])[O:21][N:20]=2)[S:5]([C:8]2[C:13]([CH3:14])=[CH:12][C:11]([O:15][CH3:16])=[CH:10][C:9]=2[CH3:17])(=[O:6])=[O:7])[CH2:3][CH2:2]1. (7) Given the reactants S(Cl)(Cl)=[O:2].C(N[CH:9]([CH3:11])[CH3:10])(C)C.[CH:12]1([NH:18][CH:19]2[CH2:24][CH2:23][CH2:22][CH2:21][CH2:20]2)[CH2:17][CH2:16][CH2:15][CH2:14][CH2:13]1.C[CH:26]1[CH2:30][CH2:29][CH2:28][O:27]1.[C:31]1([CH3:37])C=CC=C[CH:32]=1, predict the reaction product. The product is: [CH:19]1([N:18]([CH:12]2[CH2:13][CH2:14][CH2:15][CH2:16][CH2:17]2)[C:37](=[O:2])/[CH:31]=[CH:32]/[C:10]2[CH:9]=[CH:11][C:28]([O:27][CH3:26])=[CH:29][CH:30]=2)[CH2:20][CH2:21][CH2:22][CH2:23][CH2:24]1. (8) Given the reactants [NH2:1][C:2]1[CH:7]=[CH:6][C:5]([C:8]2[C:16]3[C:11](=[CH:12][N:13]=[CH:14][CH:15]=3)[NH:10][C:9]=2[C:17]([NH2:19])=[O:18])=[CH:4][CH:3]=1.[CH3:20][C:21]1[CH:22]=[C:23]([N:28]=[C:29]=[O:30])[CH:24]=[C:25]([CH3:27])[CH:26]=1, predict the reaction product. The product is: [CH3:20][C:21]1[CH:22]=[C:23]([NH:28][C:29](=[O:30])[NH:1][C:2]2[CH:3]=[CH:4][C:5]([C:8]3[C:16]4[C:11](=[CH:12][N:13]=[CH:14][CH:15]=4)[NH:10][C:9]=3[C:17]([NH2:19])=[O:18])=[CH:6][CH:7]=2)[CH:24]=[C:25]([CH3:27])[CH:26]=1. (9) Given the reactants FC(F)(F)[C:3]([C:5]1[C:13]2[C:8](=[C:9]([CH3:14])[CH:10]=[CH:11][CH:12]=2)[N:7]([CH2:15][CH2:16][CH2:17][C:18]2[CH:23]=[CH:22][CH:21]=[CH:20][CH:19]=2)[CH:6]=1)=[O:4].[OH-:26].[Na+].Cl, predict the reaction product. The product is: [CH3:14][C:9]1[CH:10]=[CH:11][CH:12]=[C:13]2[C:8]=1[N:7]([CH2:15][CH2:16][CH2:17][C:18]1[CH:23]=[CH:22][CH:21]=[CH:20][CH:19]=1)[CH:6]=[C:5]2[C:3]([OH:26])=[O:4]. (10) Given the reactants [C:1]([O:9][CH2:10][CH3:11])(=[O:8])[CH2:2][C:3]([O:5][CH2:6][CH3:7])=[O:4].[O-]CC.[Na+].[Cl:16][C:17]1[CH:22]=[C:21]([Cl:23])[CH:20]=[CH:19][C:18]=1Br.Cl, predict the reaction product. The product is: [Cl:16][C:17]1[CH:22]=[C:21]([Cl:23])[CH:20]=[CH:19][C:18]=1[CH:2]([C:3]([O:5][CH2:6][CH3:7])=[O:4])[C:1]([O:9][CH2:10][CH3:11])=[O:8].